This data is from Full USPTO retrosynthesis dataset with 1.9M reactions from patents (1976-2016). The task is: Predict the reactants needed to synthesize the given product. (1) Given the product [CH3:12][O:13][C:14]1[CH:15]=[C:16]([C:22]2([CH2:27][NH:28][C:9](=[O:11])[CH2:8][S:7][C:1]3[CH:2]=[CH:3][CH:4]=[CH:5][CH:6]=3)[CH2:23][CH2:24][CH2:25][CH2:26]2)[CH:17]=[CH:18][C:19]=1[O:20][CH3:21], predict the reactants needed to synthesize it. The reactants are: [C:1]1([S:7][CH2:8][C:9]([OH:11])=O)[CH:6]=[CH:5][CH:4]=[CH:3][CH:2]=1.[CH3:12][O:13][C:14]1[CH:15]=[C:16]([C:22]2([CH2:27][NH2:28])[CH2:26][CH2:25][CH2:24][CH2:23]2)[CH:17]=[CH:18][C:19]=1[O:20][CH3:21].C(N(CC)CC)C.F[P-](F)(F)(F)(F)F.N1(OC(N(C)C)=[N+](C)C)C2N=CC=CC=2N=N1. (2) The reactants are: C(OC(=O)[NH:7][CH2:8][C:9]#[C:10][C:11]1[CH:12]=[C:13]2[C:18](=[CH:19][CH:20]=1)[N:17]=[CH:16][N:15]=[C:14]2[NH:21][C:22]1[CH:27]=[CH:26][C:25]([O:28][C:29]2[CH:30]=[N:31][C:32]([CH3:35])=[CH:33][CH:34]=2)=[C:24]([CH3:36])[CH:23]=1)(C)(C)C.C(O)(C(F)(F)F)=O. Given the product [NH2:7][CH2:8][C:9]#[C:10][C:11]1[CH:12]=[C:13]2[C:18](=[CH:19][CH:20]=1)[N:17]=[CH:16][N:15]=[C:14]2[NH:21][C:22]1[CH:27]=[CH:26][C:25]([O:28][C:29]2[CH:30]=[N:31][C:32]([CH3:35])=[CH:33][CH:34]=2)=[C:24]([CH3:36])[CH:23]=1, predict the reactants needed to synthesize it. (3) Given the product [CH3:33][O:26][C:25](=[O:27])[CH2:24][CH2:23][CH2:22][NH:21][C:19]([C:3]1[N:4]=[CH:5][C:6]2[C:11]([C:2]=1[OH:1])=[CH:10][CH:9]=[C:8]([O:12][C:13]1[CH:14]=[CH:15][CH:16]=[CH:17][CH:18]=1)[CH:7]=2)=[O:20], predict the reactants needed to synthesize it. The reactants are: [OH:1][C:2]1[C:11]2[C:6](=[CH:7][C:8]([O:12][C:13]3[CH:18]=[CH:17][CH:16]=[CH:15][CH:14]=3)=[CH:9][CH:10]=2)[CH:5]=[N:4][C:3]=1[C:19]([NH:21][CH2:22][CH2:23][CH2:24][C:25]([OH:27])=[O:26])=[O:20].S(=O)(=O)(O)O.[CH3:33]O. (4) Given the product [CH3:11][C:8]1[CH:7]=[C:6]([CH2:5][C:1]#[N:2])[NH:10][N:9]=1, predict the reactants needed to synthesize it. The reactants are: [C-:1]#[N:2].[K+].Cl[CH2:5][C:6]1[NH:10][N:9]=[C:8]([CH3:11])[CH:7]=1. (5) Given the product [F:21][C:2]([F:1])([F:20])[CH2:3][O:4][CH2:5][C:6]1[CH:7]=[CH:8][C:9]2[N:10]([C:12]([C:15]([OH:17])=[O:16])=[CH:13][N:14]=2)[CH:11]=1, predict the reactants needed to synthesize it. The reactants are: [F:1][C:2]([F:21])([F:20])[CH2:3][O:4][CH2:5][C:6]1[CH:7]=[CH:8][C:9]2[N:10]([C:12]([C:15]([O:17]CC)=[O:16])=[CH:13][N:14]=2)[CH:11]=1.[Li+].[OH-]. (6) Given the product [O:1]1[C:5]2[CH:6]=[CH:7][C:8]([C:10]3([C:13]([NH:15][C:16]4[CH:21]=[CH:20][CH:19]=[C:18]([N:22]([C:23]5[CH:28]=[CH:27][CH:26]=[CH:25][C:24]=5[O:29][CH3:30])[CH3:31])[N:17]=4)=[O:14])[CH2:12][CH2:11]3)=[CH:9][C:4]=2[O:3][CH2:2]1, predict the reactants needed to synthesize it. The reactants are: [O:1]1[C:5]2[CH:6]=[CH:7][C:8]([C:10]3([C:13]([NH:15][C:16]4[CH:21]=[CH:20][CH:19]=[C:18]([NH:22][C:23]5[CH:28]=[CH:27][CH:26]=[CH:25][C:24]=5[O:29][CH3:30])[N:17]=4)=[O:14])[CH2:12][CH2:11]3)=[CH:9][C:4]=2[O:3][CH2:2]1.[CH3:31]OC1C=CC=CC=1NC.O1C2C=CC(C3(C(NC4C=CC=C(Br)N=4)=O)CC3)=CC=2OC1.